From a dataset of Retrosynthesis with 50K atom-mapped reactions and 10 reaction types from USPTO. Predict the reactants needed to synthesize the given product. Given the product Nc1cccc(CCCN2CCOCC2)c1, predict the reactants needed to synthesize it. The reactants are: Nc1cccc(CCC(=O)N2CCOCC2)c1.